This data is from NCI-60 drug combinations with 297,098 pairs across 59 cell lines. The task is: Regression. Given two drug SMILES strings and cell line genomic features, predict the synergy score measuring deviation from expected non-interaction effect. (1) Drug 1: C1CCC(C1)C(CC#N)N2C=C(C=N2)C3=C4C=CNC4=NC=N3. Drug 2: COC1=C(C=C2C(=C1)N=CN=C2NC3=CC(=C(C=C3)F)Cl)OCCCN4CCOCC4. Cell line: BT-549. Synergy scores: CSS=22.7, Synergy_ZIP=-0.538, Synergy_Bliss=3.17, Synergy_Loewe=-9.37, Synergy_HSA=0.453. (2) Drug 1: C1CCC(C1)C(CC#N)N2C=C(C=N2)C3=C4C=CNC4=NC=N3. Drug 2: CCC1=C2CN3C(=CC4=C(C3=O)COC(=O)C4(CC)O)C2=NC5=C1C=C(C=C5)O. Cell line: UO-31. Synergy scores: CSS=36.5, Synergy_ZIP=-3.52, Synergy_Bliss=2.26, Synergy_Loewe=5.66, Synergy_HSA=7.08. (3) Drug 1: CC1C(C(=O)NC(C(=O)N2CCCC2C(=O)N(CC(=O)N(C(C(=O)O1)C(C)C)C)C)C(C)C)NC(=O)C3=C4C(=C(C=C3)C)OC5=C(C(=O)C(=C(C5=N4)C(=O)NC6C(OC(=O)C(N(C(=O)CN(C(=O)C7CCCN7C(=O)C(NC6=O)C(C)C)C)C)C(C)C)C)N)C. Drug 2: C1CC(C1)(C(=O)O)C(=O)O.[NH2-].[NH2-].[Pt+2]. Cell line: EKVX. Synergy scores: CSS=0.437, Synergy_ZIP=-2.76, Synergy_Bliss=-3.90, Synergy_Loewe=-7.92, Synergy_HSA=-5.28. (4) Drug 1: CN(C(=O)NC(C=O)C(C(C(CO)O)O)O)N=O. Drug 2: COCCOC1=C(C=C2C(=C1)C(=NC=N2)NC3=CC=CC(=C3)C#C)OCCOC.Cl. Cell line: UACC-257. Synergy scores: CSS=4.32, Synergy_ZIP=-3.03, Synergy_Bliss=-3.51, Synergy_Loewe=-2.11, Synergy_HSA=-2.07. (5) Drug 1: C1C(C(OC1N2C=NC3=C(N=C(N=C32)Cl)N)CO)O. Drug 2: C1CCC(C(C1)N)N.C(=O)(C(=O)[O-])[O-].[Pt+4]. Cell line: NCI-H226. Synergy scores: CSS=18.1, Synergy_ZIP=-5.11, Synergy_Bliss=-1.90, Synergy_Loewe=-0.931, Synergy_HSA=-0.861. (6) Drug 1: CC1=C(C=C(C=C1)C(=O)NC2=CC(=CC(=C2)C(F)(F)F)N3C=C(N=C3)C)NC4=NC=CC(=N4)C5=CN=CC=C5. Drug 2: C1CN1C2=NC(=NC(=N2)N3CC3)N4CC4. Cell line: SK-MEL-5. Synergy scores: CSS=48.5, Synergy_ZIP=-0.593, Synergy_Bliss=-1.03, Synergy_Loewe=0.593, Synergy_HSA=3.95. (7) Drug 1: CCCS(=O)(=O)NC1=C(C(=C(C=C1)F)C(=O)C2=CNC3=C2C=C(C=N3)C4=CC=C(C=C4)Cl)F. Drug 2: CC(C)NC(=O)C1=CC=C(C=C1)CNNC.Cl. Cell line: SK-MEL-2. Synergy scores: CSS=0.757, Synergy_ZIP=2.60, Synergy_Bliss=5.52, Synergy_Loewe=-0.611, Synergy_HSA=0.114.